This data is from Full USPTO retrosynthesis dataset with 1.9M reactions from patents (1976-2016). The task is: Predict the reactants needed to synthesize the given product. Given the product [NH2:40][C:37]1[CH:36]=[CH:35][C:34]([CH2:33][CH2:32][N:19]2[C:18]3[N:17]=[C:16]([CH2:9][C:10]4[CH:15]=[CH:14][CH:13]=[CH:12][CH:11]=4)[NH:24][C:23]=3[C:22](=[O:25])[N:21]([CH2:26][CH2:27][CH2:28][O:29][CH3:30])[C:20]2=[O:31])=[CH:39][CH:38]=1, predict the reactants needed to synthesize it. The reactants are: COCCCN=C=O.[CH2:9]([C:16]1[NH:24][C:23]2[C:22](=[O:25])[N:21]([CH2:26][CH2:27][CH2:28][O:29][CH3:30])[C:20](=[O:31])[N:19]([CH2:32][CH2:33][C:34]3[CH:39]=[CH:38][C:37]([N+:40]([O-])=O)=[CH:36][CH:35]=3)[C:18]=2[N:17]=1)[C:10]1[CH:15]=[CH:14][CH:13]=[CH:12][CH:11]=1.O.NN.[H][H].